Dataset: Full USPTO retrosynthesis dataset with 1.9M reactions from patents (1976-2016). Task: Predict the reactants needed to synthesize the given product. Given the product [Br:1][C:2]1[CH:7]=[CH:6][N:5]([CH2:14][CH2:15][CH:16]([CH3:18])[CH3:17])[C:4](=[O:8])[CH:3]=1, predict the reactants needed to synthesize it. The reactants are: [Br:1][C:2]1[CH:7]=[CH:6][N:5]=[C:4]([OH:8])[CH:3]=1.[H-].[Na+].[Br-].[Li+].Br[CH2:14][CH2:15][CH:16]([CH3:18])[CH3:17].